This data is from Peptide-MHC class II binding affinity with 134,281 pairs from IEDB. The task is: Regression. Given a peptide amino acid sequence and an MHC pseudo amino acid sequence, predict their binding affinity value. This is MHC class II binding data. (1) The MHC is HLA-DQA10303-DQB10402 with pseudo-sequence HLA-DQA10303-DQB10402. The binding affinity (normalized) is 0. The peptide sequence is RAKDPPAGTRKIMKV. (2) The peptide sequence is VVPDGYKLTGNVLIL. The MHC is DRB1_0101 with pseudo-sequence DRB1_0101. The binding affinity (normalized) is 0.959.